Dataset: Forward reaction prediction with 1.9M reactions from USPTO patents (1976-2016). Task: Predict the product of the given reaction. (1) Given the reactants [N+:1]([C:4]1[CH:9]=[CH:8][N:7]=[C:6]([C:10]([F:13])([F:12])[F:11])[CH:5]=1)([O-])=O, predict the reaction product. The product is: [F:13][C:10]([F:11])([F:12])[C:6]1[CH:5]=[C:4]([NH2:1])[CH:9]=[CH:8][N:7]=1. (2) Given the reactants [CH2:1]([O:3][C:4]([CH:6]1[CH2:11][CH2:10][CH:9]([CH2:12][C:13](O)=O)[CH2:8][CH2:7]1)=[O:5])[CH3:2].C(Cl)CCl.[CH:20]1[CH:25]=[N:24][C:23]2[N:26](O)N=[N:28][C:22]=2[CH:21]=1.C1(N)C=CC=CC=1N, predict the reaction product. The product is: [CH2:1]([O:3][C:4]([CH:6]1[CH2:11][CH2:10][CH:9]([CH2:12][C:13]2[NH:28][C:22]3[C:23]([N:26]=2)=[N:24][CH:25]=[CH:20][CH:21]=3)[CH2:8][CH2:7]1)=[O:5])[CH3:2]. (3) Given the reactants [NH2:1][CH2:2][CH:3]1[CH2:6][N:5]([C:7]2[N:12]=[C:11]([NH:13][C@H:14]([C:16]3[CH:21]=[CH:20][C:19]([F:22])=[CH:18][CH:17]=3)[CH3:15])[N:10]=[C:9]([NH:23][C:24]3[CH:29]=[N:28][CH:27]=[CH:26][N:25]=3)[CH:8]=2)[CH2:4]1.[C:30](OC(=O)C)(=[O:32])[CH3:31].N1C=CC=CC=1, predict the reaction product. The product is: [F:22][C:19]1[CH:18]=[CH:17][C:16]([C@@H:14]([NH:13][C:11]2[N:12]=[C:7]([N:5]3[CH2:4][CH:3]([CH2:2][NH:1][C:30](=[O:32])[CH3:31])[CH2:6]3)[CH:8]=[C:9]([NH:23][C:24]3[CH:29]=[N:28][CH:27]=[CH:26][N:25]=3)[N:10]=2)[CH3:15])=[CH:21][CH:20]=1. (4) Given the reactants Cl[C:2]1[C:11]2[C:6](=[CH:7][C:8]([O:12][CH3:13])=[CH:9][CH:10]=2)[C:5]([C:14]2[CH:19]=[CH:18][CH:17]=[CH:16][CH:15]=2)=[C:4]([C:20]#[N:21])[N:3]=1.[CH2:22]([NH2:25])[CH:23]=[CH2:24], predict the reaction product. The product is: [CH2:22]([NH:25][C:2]1[C:11]2[C:6](=[CH:7][C:8]([O:12][CH3:13])=[CH:9][CH:10]=2)[C:5]([C:14]2[CH:19]=[CH:18][CH:17]=[CH:16][CH:15]=2)=[C:4]([C:20]#[N:21])[N:3]=1)[CH:23]=[CH2:24]. (5) Given the reactants F[C:2]1[CH:7]=[CH:6][CH:5]=[C:4]([F:8])[N:3]=1.[Cl:9][C:10]1[CH:17]=[CH:16][C:13]([CH2:14][NH2:15])=[CH:12][CH:11]=1.C(N(CC)C(C)C)(C)C.O, predict the reaction product. The product is: [Cl:9][C:10]1[CH:17]=[CH:16][C:13]([CH2:14][NH:15][C:2]2[CH:7]=[CH:6][CH:5]=[C:4]([F:8])[N:3]=2)=[CH:12][CH:11]=1. (6) Given the reactants [BrH:1].Cl.[F:3][C:4]1[C:11]([O:12]C)=[CH:10][CH:9]=[CH:8][C:5]=1[CH2:6][NH2:7], predict the reaction product. The product is: [BrH:1].[F:3][C:4]1[C:11]([OH:12])=[CH:10][CH:9]=[CH:8][C:5]=1[CH2:6][NH2:7].